From a dataset of Full USPTO retrosynthesis dataset with 1.9M reactions from patents (1976-2016). Predict the reactants needed to synthesize the given product. (1) Given the product [F:33][C:27]1[CH:28]=[CH:29][CH:30]=[C:31]([F:32])[C:26]=1[S:23]([NH:22][C:18]1[CH:19]=[CH:20][CH:21]=[C:16]([C:9]2[N:10]=[C:11]([CH:13]([CH3:15])[CH3:14])[S:12][C:8]=2[C:6]2[CH:5]=[CH:4][N:3]=[C:2]([NH:35][CH2:36][CH2:37][S:38]([CH3:41])(=[O:40])=[O:39])[N:7]=2)[C:17]=1[F:34])(=[O:25])=[O:24], predict the reactants needed to synthesize it. The reactants are: Cl[C:2]1[N:7]=[C:6]([C:8]2[S:12][C:11]([CH:13]([CH3:15])[CH3:14])=[N:10][C:9]=2[C:16]2[C:17]([F:34])=[C:18]([NH:22][S:23]([C:26]3[C:31]([F:32])=[CH:30][CH:29]=[CH:28][C:27]=3[F:33])(=[O:25])=[O:24])[CH:19]=[CH:20][CH:21]=2)[CH:5]=[CH:4][N:3]=1.[NH2:35][CH2:36][CH2:37][S:38]([CH3:41])(=[O:40])=[O:39]. (2) Given the product [C:1]([NH:4][C:5]1[CH:6]=[C:7]([CH:11]=[CH:12][N:13]=1)[C:8]([NH:23][C:24]1[CH:29]=[CH:28][C:27]([C:30]2[NH:31][C:32](=[O:44])[C:33]3[O:38][C:37]4[CH:39]=[CH:40][C:41]([Br:43])=[CH:42][C:36]=4[C:34]=3[N:35]=2)=[C:26]([Cl:45])[CH:25]=1)=[O:10])(=[O:3])[CH3:2], predict the reactants needed to synthesize it. The reactants are: [C:1]([NH:4][C:5]1[CH:6]=[C:7]([CH:11]=[CH:12][N:13]=1)[C:8]([OH:10])=O)(=[O:3])[CH3:2].C(N(C(C)C)CC)(C)C.[NH2:23][C:24]1[CH:29]=[CH:28][C:27]([C:30]2[NH:31][C:32](=[O:44])[C:33]3[O:38][C:37]4[CH:39]=[CH:40][C:41]([Br:43])=[CH:42][C:36]=4[C:34]=3[N:35]=2)=[C:26]([Cl:45])[CH:25]=1.CN(C(ON1N=NC2C=CC=NC1=2)=[N+](C)C)C.F[P-](F)(F)(F)(F)F. (3) The reactants are: [F:1][C:2]1[CH:23]=[CH:22][CH:21]=[CH:20][C:3]=1[CH2:4][N:5]1[C:9]([C:10](OC)=[O:11])=[N:8][C:7]([C:14]2[CH:19]=[CH:18][CH:17]=[CH:16][N:15]=2)=[N:6]1.O.[NH2:25][NH2:26]. Given the product [F:1][C:2]1[CH:23]=[CH:22][CH:21]=[CH:20][C:3]=1[CH2:4][N:5]1[C:9]([C:10]([NH:25][NH2:26])=[O:11])=[N:8][C:7]([C:14]2[CH:19]=[CH:18][CH:17]=[CH:16][N:15]=2)=[N:6]1, predict the reactants needed to synthesize it.